This data is from Catalyst prediction with 721,799 reactions and 888 catalyst types from USPTO. The task is: Predict which catalyst facilitates the given reaction. (1) Reactant: [C:1]([OH:10])(=[O:9])[C:2]1[C:3](=[CH:5][CH:6]=[CH:7][CH:8]=1)[SH:4].[CH:11](Br)([CH3:13])[CH3:12].[OH-].[K+].Cl. Product: [CH:11]([S:4][C:3]1[CH:5]=[CH:6][CH:7]=[CH:8][C:2]=1[C:1]([OH:10])=[O:9])([CH3:13])[CH3:12]. The catalyst class is: 8. (2) Reactant: [Br:1][C:2]1[C:11]2[C:6](=[CH:7][C:8](Br)=[CH:9][CH:10]=2)[CH:5]=[N:4][CH:3]=1.CCN(C(C)C)C(C)C.CC1(C)C2C(=C(P(C3C=CC=CC=3)C3C=CC=CC=3)C=CC=2)OC2C(P(C3C=CC=CC=3)C3C=CC=CC=3)=CC=CC1=2.[CH2:64]([SH:71])[C:65]1[CH:70]=[CH:69][CH:68]=[CH:67][CH:66]=1. Product: [CH2:64]([S:71][C:8]1[CH:7]=[C:6]2[C:11]([C:2]([Br:1])=[CH:3][N:4]=[CH:5]2)=[CH:10][CH:9]=1)[C:65]1[CH:70]=[CH:69][CH:68]=[CH:67][CH:66]=1. The catalyst class is: 102. (3) Reactant: [CH3:1][C:2](OC(C)=O)=[O:3].[CH2:8]([O:15][C@@H:16]1[C@:20]([CH2:24][O:25][CH2:26][C:27]2[CH:32]=[CH:31][CH:30]=[CH:29][CH:28]=2)([CH:21]([F:23])[F:22])[O:19][C@@H:18]([N:33]2[CH:38]=[CH:37][C:36](=[O:39])[NH:35][C:34]2=[O:40])[C@H:17]1[OH:41])[C:9]1[CH:14]=[CH:13][CH:12]=[CH:11][CH:10]=1. Product: [C:2]([O:41][C@H:17]1[C@H:16]([O:15][CH2:8][C:9]2[CH:14]=[CH:13][CH:12]=[CH:11][CH:10]=2)[C@:20]([CH2:24][O:25][CH2:26][C:27]2[CH:32]=[CH:31][CH:30]=[CH:29][CH:28]=2)([CH:21]([F:22])[F:23])[O:19][C@H:18]1[N:33]1[CH:38]=[CH:37][C:36](=[O:39])[NH:35][C:34]1=[O:40])(=[O:3])[CH3:1]. The catalyst class is: 17. (4) The catalyst class is: 1. Product: [CH2:1]([C:3]1[CH:8]=[C:7]([O:9][CH2:10][O:11][CH2:12][CH2:13][Si:14]([CH3:17])([CH3:15])[CH3:16])[C:6]([F:18])=[CH:5][C:4]=1[C:19]1[N:24]=[C:23]([NH:25][CH2:26][C:27]2[CH:32]=[CH:31][CH:30]=[CH:29][C:28]=2[N:33]([CH3:34])[S:52](=[O:55])(=[O:54])[NH2:53])[C:22]2[C:35]([C:46]([NH:48][CH3:49])=[O:47])=[N:36][N:37]([CH2:38][O:39][CH2:40][CH2:41][Si:42]([CH3:45])([CH3:44])[CH3:43])[C:21]=2[CH:20]=1)[CH3:2]. Reactant: [CH2:1]([C:3]1[CH:8]=[C:7]([O:9][CH2:10][O:11][CH2:12][CH2:13][Si:14]([CH3:17])([CH3:16])[CH3:15])[C:6]([F:18])=[CH:5][C:4]=1[C:19]1[N:24]=[C:23]([NH:25][CH2:26][C:27]2[CH:32]=[CH:31][CH:30]=[CH:29][C:28]=2[NH:33][CH3:34])[C:22]2[C:35]([C:46]([NH:48][CH3:49])=[O:47])=[N:36][N:37]([CH2:38][O:39][CH2:40][CH2:41][Si:42]([CH3:45])([CH3:44])[CH3:43])[C:21]=2[CH:20]=1)[CH3:2].[H-].[Na+].[S:52](Cl)(=[O:55])(=[O:54])[NH2:53]. (5) Product: [N:17]1([CH2:26][NH:13][C:12]2[CH:14]=[CH:15][C:9]([O:8][CH2:1][C:2]3[CH:3]=[CH:4][CH:5]=[CH:6][CH:7]=3)=[CH:10][C:11]=2[F:16])[C:21]2[CH:22]=[CH:23][CH:24]=[CH:25][C:20]=2[N:19]=[N:18]1. The catalyst class is: 5. Reactant: [CH2:1]([O:8][C:9]1[CH:15]=[CH:14][C:12]([NH2:13])=[C:11]([F:16])[CH:10]=1)[C:2]1[CH:7]=[CH:6][CH:5]=[CH:4][CH:3]=1.[N:17]1([CH2:26]O)[C:21]2[CH:22]=[CH:23][CH:24]=[CH:25][C:20]=2[N:19]=[N:18]1. (6) Reactant: O.[OH-].[Li+].[C:4]([O:8][C:9]([NH:11][CH:12]([C:42]([CH3:45])([CH3:44])[CH3:43])[C:13]([N:15]1[CH2:20][CH:19]2[CH:17]([C:18]2([CH3:22])[CH3:21])[CH:16]1[C:23]([NH:25][C:26]1([CH:31]([O:38]C(=O)C)[C:32](=[O:37])[NH:33][CH:34]2[CH2:36][CH2:35]2)[CH2:29][CH:28]([CH3:30])[CH2:27]1)=[O:24])=[O:14])=[O:10])([CH3:7])([CH3:6])[CH3:5]. Product: [C:4]([O:8][C:9](=[O:10])[NH:11][CH:12]([C:13]([N:15]1[CH2:20][CH:19]2[CH:17]([C:18]2([CH3:22])[CH3:21])[CH:16]1[C:23](=[O:24])[NH:25][C:26]1([CH:31]([C:32](=[O:37])[NH:33][CH:34]2[CH2:35][CH2:36]2)[OH:38])[CH2:29][CH:28]([CH3:30])[CH2:27]1)=[O:14])[C:42]([CH3:43])([CH3:44])[CH3:45])([CH3:5])([CH3:6])[CH3:7]. The catalyst class is: 20. (7) Reactant: [CH:1]([C:3]1[CH:12]=[CH:11][C:10]([CH3:13])=[CH:9][C:4]=1[O:5][CH2:6][C:7]#N)=O.[OH-:14].[K+].Cl.[OH2:17]. Product: [CH3:13][C:10]1[CH:11]=[CH:12][C:3]2[CH:1]=[C:6]([C:7]([OH:17])=[O:14])[O:5][C:4]=2[CH:9]=1. The catalyst class is: 14. (8) Reactant: [Br:1][C:2]1[CH:3]=[CH:4][C:5]([C:8]([OH:11])([CH3:10])[CH3:9])=[N:6][CH:7]=1.N1C(C)=CC=CC=1C.[Si:20](OS(C(F)(F)F)(=O)=O)([C:23]([CH3:26])([CH3:25])[CH3:24])([CH3:22])[CH3:21]. Product: [Br:1][C:2]1[CH:3]=[CH:4][C:5]([C:8]([O:11][Si:20]([C:23]([CH3:26])([CH3:25])[CH3:24])([CH3:22])[CH3:21])([CH3:9])[CH3:10])=[N:6][CH:7]=1. The catalyst class is: 34. (9) Reactant: [C:1]([C:3]1[CH:27]=[CH:26][C:6]([O:7][CH2:8][C:9]([OH:25])([CH3:24])[C:10]([NH:12][C:13]2[CH:18]=[CH:17][C:16]([N+:19]([O-:21])=[O:20])=[C:15]([CH2:22][OH:23])[CH:14]=2)=[O:11])=[CH:5][C:4]=1[F:28])#[N:2]. Product: [C:1]([C:3]1[CH:27]=[CH:26][C:6]([O:7][CH2:8][C:9]([OH:25])([CH3:24])[C:10]([NH:12][C:13]2[CH:18]=[CH:17][C:16]([N+:19]([O-:21])=[O:20])=[C:15]([CH:22]=[O:23])[CH:14]=2)=[O:11])=[CH:5][C:4]=1[F:28])#[N:2]. The catalyst class is: 742.